Dataset: Forward reaction prediction with 1.9M reactions from USPTO patents (1976-2016). Task: Predict the product of the given reaction. (1) Given the reactants Cl[C:2]1[C:7]([CH:8]([CH2:13][CH2:14][CH3:15])[C:9]([O:11][CH3:12])=[O:10])=[C:6]([CH3:16])[N:5]=[C:4]([C:17]2[CH:22]=[CH:21][CH:20]=[CH:19][CH:18]=2)[N:3]=1.C(N(CC)C(C)C)(C)C.[O:32]1[CH2:38][CH2:37][CH2:36][O:35][C:34]2[CH:39]=[C:40](B(O)O)[CH:41]=[CH:42][C:33]1=2, predict the reaction product. The product is: [O:32]1[CH2:38][CH2:37][CH2:36][O:35][C:34]2[CH:39]=[C:40]([C:2]3[C:7]([CH:8]([CH2:13][CH2:14][CH3:15])[C:9]([O:11][CH3:12])=[O:10])=[C:6]([CH3:16])[N:5]=[C:4]([C:17]4[CH:22]=[CH:21][CH:20]=[CH:19][CH:18]=4)[N:3]=3)[CH:41]=[CH:42][C:33]1=2. (2) Given the reactants C([SiH2][O:6][C:7](C)(C)[C:8]1[CH:9]=[C:10]2[C:14](=[C:15]([CH3:17])[CH:16]=1)[NH:13][CH:12]=[CH:11]2)(C)(C)C.[F-].C([N+](CCCC)(CCCC)CCCC)CCC, predict the reaction product. The product is: [CH3:17][C:15]1[CH:16]=[C:8]([CH2:7][OH:6])[CH:9]=[C:10]2[C:14]=1[NH:13][CH:12]=[CH:11]2. (3) Given the reactants [O:1]1[C:6]2[CH:7]=[CH:8][CH:9]=[CH:10][C:5]=2[NH:4][C:3](=[O:11])[CH2:2]1.[H-].[Na+].Br[CH2:15][C:16]([O:18][C:19]([CH3:22])([CH3:21])[CH3:20])=[O:17].C(O)(=O)CC(CC(O)=O)(C(O)=O)O, predict the reaction product. The product is: [C:19]([O:18][C:16](=[O:17])[CH2:15][N:4]1[C:5]2[CH:10]=[CH:9][CH:8]=[CH:7][C:6]=2[O:1][CH2:2][C:3]1=[O:11])([CH3:22])([CH3:21])[CH3:20].